This data is from Full USPTO retrosynthesis dataset with 1.9M reactions from patents (1976-2016). The task is: Predict the reactants needed to synthesize the given product. (1) Given the product [CH2:1]([O:8][C:9]([N:11]1[CH2:12][CH2:13][CH:14]([C:17](=[O:19])[N:35]([O:34][CH3:33])[CH3:36])[CH2:15][CH2:16]1)=[O:10])[C:2]1[CH:3]=[CH:4][CH:5]=[CH:6][CH:7]=1, predict the reactants needed to synthesize it. The reactants are: [CH2:1]([O:8][C:9]([N:11]1[CH2:16][CH2:15][CH:14]([C:17]([OH:19])=O)[CH2:13][CH2:12]1)=[O:10])[C:2]1[CH:7]=[CH:6][CH:5]=[CH:4][CH:3]=1.C(N1C=CN=C1)(N1C=CN=C1)=O.Cl.[CH3:33][O:34][NH:35][CH3:36].Cl. (2) Given the product [O:47]1[CH2:48][CH2:49][CH2:50][CH2:51][CH:46]1[N:44]1[N:43]=[N:42][C:41]([C:36]2[CH:37]=[CH:38][CH:39]=[CH:40][C:35]=2[C:20]2[CH:33]=[CH:32][C:23]([CH2:24][O:25][CH:26]3[CH2:31][CH2:30][CH2:29][CH2:28][O:27]3)=[CH:22][CH:21]=2)=[N:45]1, predict the reactants needed to synthesize it. The reactants are: [Mg].[H-].C([Al+]CC(C)C)C(C)C.C1(C)C=CC=CC=1.Br[C:20]1[CH:33]=[CH:32][C:23]([CH2:24][O:25][CH:26]2[CH2:31][CH2:30][CH2:29][CH2:28][O:27]2)=[CH:22][CH:21]=1.Cl[C:35]1[CH:40]=[CH:39][CH:38]=[CH:37][C:36]=1[C:41]1[N:42]=[N:43][N:44]([CH:46]2[CH2:51][CH2:50][CH2:49][CH2:48][O:47]2)[N:45]=1.ClC1C=CC=CC=1C1N(C2CCCCO2)N=NN=1.O1CCCCC1OCC1C=CC([Mg]Br)=CC=1.CO.C(OC(C)C)(=O)C.[Cl-].[NH4+]. (3) Given the product [NH2:1][C:2]1[N:7]=[CH:6][N:5]=[C:4]([NH:8][C@H:9]([C:11]2[N:16]([C:17]3[CH:22]=[CH:21][CH:20]=[CH:19][CH:18]=3)[C:15](=[O:23])[C:14]3=[C:24]([CH3:27])[CH:25]=[CH:26][N:13]3[N:12]=2)[CH3:10])[C:3]=1[C:32]1[CH:33]=[C:34]([O:37][CH3:38])[C:35]([F:36])=[C:30]([F:29])[CH:31]=1, predict the reactants needed to synthesize it. The reactants are: [NH2:1][C:2]1[N:7]=[CH:6][N:5]=[C:4]([NH:8][C@H:9]([C:11]2[N:16]([C:17]3[CH:22]=[CH:21][CH:20]=[CH:19][CH:18]=3)[C:15](=[O:23])[C:14]3=[C:24]([CH3:27])[CH:25]=[CH:26][N:13]3[N:12]=2)[CH3:10])[C:3]=1I.[F:29][C:30]1[CH:31]=[C:32](B(O)O)[CH:33]=[C:34]([O:37][CH3:38])[C:35]=1[F:36].C(=O)([O-])[O-].[Na+].[Na+].